From a dataset of Peptide-MHC class I binding affinity with 185,985 pairs from IEDB/IMGT. Regression. Given a peptide amino acid sequence and an MHC pseudo amino acid sequence, predict their binding affinity value. This is MHC class I binding data. (1) The peptide sequence is TVGGVMWTV. The MHC is HLA-A02:06 with pseudo-sequence HLA-A02:06. The binding affinity (normalized) is 0.804. (2) The peptide sequence is SSFDYCGMDH. The MHC is HLA-A31:01 with pseudo-sequence HLA-A31:01. The binding affinity (normalized) is 0.143. (3) The peptide sequence is AEALLADGL. The MHC is HLA-B48:01 with pseudo-sequence HLA-B48:01. The binding affinity (normalized) is 0.0847. (4) The peptide sequence is GQWDGWVWL. The MHC is HLA-A31:01 with pseudo-sequence HLA-A31:01. The binding affinity (normalized) is 0.541. (5) The peptide sequence is YLPTQQDVL. The MHC is HLA-B35:01 with pseudo-sequence HLA-B35:01. The binding affinity (normalized) is 0. (6) The peptide sequence is VEFRYQRL. The MHC is H-2-Db with pseudo-sequence H-2-Db. The binding affinity (normalized) is 0.